From a dataset of Catalyst prediction with 721,799 reactions and 888 catalyst types from USPTO. Predict which catalyst facilitates the given reaction. (1) Reactant: [CH3:1][C:2]1[N:10]=[CH:9][CH:8]=[CH:7][C:3]=1[C:4]([OH:6])=O.C1C=C[C:14]2N(O)N=[N:17][C:15]=2[CH:16]=1.C(N)(C)C.C(N(CC)CC)C.C(Cl)CCl. Product: [CH:15]([NH:17][C:4](=[O:6])[C:3]1[CH:7]=[CH:8][CH:9]=[N:10][C:2]=1[CH3:1])([CH3:16])[CH3:14]. The catalyst class is: 3. (2) Reactant: [C:1]([C:4]1[CH:5]=[C:6]([C:10]2[N:11]=[CH:12][N:13]([C:15]([N:17]([CH:19]3[CH2:24][CH2:23][N:22]([C:25]4[CH:30]=[CH:29][CH:28]=[CH:27][C:26]=4[O:31]C)[CH2:21][CH2:20]3)[CH3:18])=[O:16])[CH:14]=2)[CH:7]=[CH:8][CH:9]=1)(=[O:3])[NH2:2].[Cl-].[Cl-].[Cl-].[Al+3].C(S)C. Product: [C:1]([C:4]1[CH:5]=[C:6]([C:10]2[N:11]=[CH:12][N:13]([C:15]([N:17]([CH:19]3[CH2:20][CH2:21][N:22]([C:25]4[CH:30]=[CH:29][CH:28]=[CH:27][C:26]=4[OH:31])[CH2:23][CH2:24]3)[CH3:18])=[O:16])[CH:14]=2)[CH:7]=[CH:8][CH:9]=1)(=[O:3])[NH2:2]. The catalyst class is: 4. (3) Reactant: Br[C:2]1[CH:3]=[C:4]([CH:25]=[CH:26][N:27]=1)[C:5]([NH:7][C:8]1[S:9][C:10]2[C:16]([N:17]3[CH2:22][CH2:21][O:20][CH2:19][CH2:18]3)=[CH:15][CH:14]=[C:13]([O:23][CH3:24])[C:11]=2[N:12]=1)=[O:6].C(=O)([O-])[O-].[Cs+].[Cs+].Cl.[CH3:35][O:36][CH:37]1[CH2:40][NH:39][CH2:38]1. Product: [CH3:35][O:36][CH:37]1[CH2:40][N:39]([C:2]2[CH:3]=[C:4]([CH:25]=[CH:26][N:27]=2)[C:5]([NH:7][C:8]2[S:9][C:10]3[C:16]([N:17]4[CH2:22][CH2:21][O:20][CH2:19][CH2:18]4)=[CH:15][CH:14]=[C:13]([O:23][CH3:24])[C:11]=3[N:12]=2)=[O:6])[CH2:38]1. The catalyst class is: 37. (4) Reactant: [CH2:1]1[C:9]2[C:4](=[CH:5][C:6]([NH:10][C:11]3[S:12][CH:13]=[C:14]([C:16]4[CH:21]=[CH:20][N:19]=[CH:18][CH:17]=4)[N:15]=3)=[CH:7][CH:8]=2)[CH2:3][CH2:2]1.[CH2:22]=[O:23].CCN(CC)CC. Product: [CH2:1]1[C:9]2[C:4](=[CH:5][C:6]([NH:10][C:11]3[S:12][C:13]([CH2:22][OH:23])=[C:14]([C:16]4[CH:21]=[CH:20][N:19]=[CH:18][CH:17]=4)[N:15]=3)=[CH:7][CH:8]=2)[CH2:3][CH2:2]1. The catalyst class is: 1. (5) Reactant: Cl[C:2]1[N:3]=[CH:4][C:5]([C:13]([N:15]2[CH2:20][CH2:19][O:18][CH2:17][CH2:16]2)=[O:14])=[C:6]2[C:10]([CH3:11])=[CH:9][N:8]([CH3:12])[C:7]=12.[Cl:21][C:22]1[CH:23]=[C:24]([CH:26]=[CH:27][CH:28]=1)[NH2:25]. Product: [Cl:21][C:22]1[CH:23]=[C:24]([NH:25][C:2]2[N:3]=[CH:4][C:5]([C:13]([N:15]3[CH2:20][CH2:19][O:18][CH2:17][CH2:16]3)=[O:14])=[C:6]3[C:10]([CH3:11])=[CH:9][N:8]([CH3:12])[C:7]=23)[CH:26]=[CH:27][CH:28]=1. The catalyst class is: 27. (6) Reactant: [Cl:1][C:2]1[CH:7]=[CH:6][C:5]([S:8][C:9]2[CH:14]=[CH:13][CH:12]=[C:11]([F:15])[CH:10]=2)=[C:4]([O:16]C)[CH:3]=1.B(Br)(Br)Br. Product: [Cl:1][C:2]1[CH:7]=[CH:6][C:5]([S:8][C:9]2[CH:14]=[CH:13][CH:12]=[C:11]([F:15])[CH:10]=2)=[C:4]([OH:16])[CH:3]=1. The catalyst class is: 11. (7) Reactant: [Cl:1][C:2]1[N:10]([C:11]2[CH:16]=[CH:15][C:14]([C:17]3[CH:22]=[CH:21][CH:20]=[C:19]([O:23][CH3:24])[C:18]=3[OH:25])=[CH:13][CH:12]=2)[C:9]2[C:8](=[O:26])[N:7]([CH2:27][CH2:28][C:29]([OH:31])=O)[C:6](=[O:32])[NH:5][C:4]=2[CH:3]=1.[CH3:33][N:34](C(ON1N=NC2C=CC=NC1=2)=[N+](C)C)C.F[P-](F)(F)(F)(F)F.CN. Product: [Cl:1][C:2]1[N:10]([C:11]2[CH:16]=[CH:15][C:14]([C:17]3[CH:22]=[CH:21][CH:20]=[C:19]([O:23][CH3:24])[C:18]=3[OH:25])=[CH:13][CH:12]=2)[C:9]2[C:8](=[O:26])[N:7]([CH2:27][CH2:28][C:29]([NH:34][CH3:33])=[O:31])[C:6](=[O:32])[NH:5][C:4]=2[CH:3]=1. The catalyst class is: 539.